This data is from Peptide-MHC class I binding affinity with 185,985 pairs from IEDB/IMGT. The task is: Regression. Given a peptide amino acid sequence and an MHC pseudo amino acid sequence, predict their binding affinity value. This is MHC class I binding data. The peptide sequence is AYISSEATTPV. The MHC is Mamu-A2201 with pseudo-sequence Mamu-A2201. The binding affinity (normalized) is 0.282.